From a dataset of Full USPTO retrosynthesis dataset with 1.9M reactions from patents (1976-2016). Predict the reactants needed to synthesize the given product. (1) Given the product [CH3:30][N:31]([CH3:33])/[CH:32]=[CH:19]/[C:18]([C:8]1[N:4]2[CH:5]=[CH:6][CH:7]=[C:2]([N:1]=[CH:3][N:4]([CH3:8])[CH3:5])[C:3]2=[N:10][C:9]=1[C:11]1[CH:16]=[CH:15][C:14]([F:17])=[CH:13][CH:12]=1)=[O:20], predict the reactants needed to synthesize it. The reactants are: [NH2:1][C:2]1[C:3]2[N:4]([C:8]([C:18](=[O:20])[CH3:19])=[C:9]([C:11]3[CH:16]=[CH:15][C:14]([F:17])=[CH:13][CH:12]=3)[N:10]=2)[CH:5]=[CH:6][CH:7]=1.C(OCC)(=O)C.O.CO[CH:30](OC)[N:31]([CH3:33])[CH3:32]. (2) Given the product [CH2:1]([O:3][C:4](=[O:24])[CH2:5][CH2:6][C:7]1[C:12]([NH2:13])=[CH:11][CH:10]=[C:9]([C:14]2[CH:19]=[CH:18][C:17]([C:20]([F:21])([F:22])[F:23])=[CH:16][CH:15]=2)[N:8]=1)[CH3:2], predict the reactants needed to synthesize it. The reactants are: [CH2:1]([O:3][C:4](=[O:24])/[CH:5]=[CH:6]/[C:7]1[C:12]([NH2:13])=[CH:11][CH:10]=[C:9]([C:14]2[CH:19]=[CH:18][C:17]([C:20]([F:23])([F:22])[F:21])=[CH:16][CH:15]=2)[N:8]=1)[CH3:2]. (3) Given the product [CH2:10]([O:9][C:2](=[O:6])/[C:1](/[C:23]#[N:19])=[C:2](\[O:9][CH2:10][CH3:11])/[CH3:1])[CH3:11], predict the reactants needed to synthesize it. The reactants are: [CH3:1][C:2]([O:9][CH2:10][CH3:11])([O:6]CC)OCC.C1N=CN(C([N:19]2[CH:23]=NC=C2)=O)C=1. (4) Given the product [NH2:10][C:6]1([CH2:5][C:4]([NH2:13])=[O:3])[CH2:9][O:8][CH2:7]1, predict the reactants needed to synthesize it. The reactants are: C([O:3][C:4](=O)[CH2:5][C:6]1([NH2:10])[CH2:9][O:8][CH2:7]1)C.[OH-].[NH4+:13].O. (5) Given the product [S:5]1[C:4]2[C:8](=[O:9])[O:10][CH2:2][C:3]=2[CH:7]=[CH:6]1, predict the reactants needed to synthesize it. The reactants are: O[CH2:2][C:3]1[CH:7]=[CH:6][S:5][C:4]=1[C:8]([OH:10])=[O:9].C1(C)C=CC(S(Cl)(=O)=O)=CC=1. (6) Given the product [NH2:16][C:12]1[CH:11]=[C:10]([C:9]#[C:8][C:5]2[CH:4]=[N:3][C:2]([NH:22][CH2:21][CH2:20][CH2:19][N:18]([CH3:23])[CH3:17])=[N:7][CH:6]=2)[CH:15]=[CH:14][CH:13]=1, predict the reactants needed to synthesize it. The reactants are: Cl[C:2]1[N:7]=[CH:6][C:5]([C:8]#[C:9][C:10]2[CH:11]=[C:12]([NH2:16])[CH:13]=[CH:14][CH:15]=2)=[CH:4][N:3]=1.[CH3:17][N:18]([CH3:23])[CH2:19][CH2:20][CH2:21][NH2:22].Cl. (7) Given the product [Cl:23][CH2:9][C:8]1[C:4]([CH:1]([CH3:3])[CH3:2])=[N:5][N:6]([C:11]2[CH:16]=[CH:15][C:14]([C:17]([F:20])([F:19])[F:18])=[CH:13][CH:12]=2)[CH:7]=1, predict the reactants needed to synthesize it. The reactants are: [CH:1]([C:4]1[C:8]([CH2:9]O)=[CH:7][N:6]([C:11]2[CH:16]=[CH:15][C:14]([C:17]([F:20])([F:19])[F:18])=[CH:13][CH:12]=2)[N:5]=1)([CH3:3])[CH3:2].S(Cl)([Cl:23])=O. (8) Given the product [CH2:14]([O:13][C:9](=[O:12])[CH2:10][CH2:11][O:8][C:4]1[CH:5]=[CH:6][CH:7]=[C:2]([Br:1])[CH:3]=1)[CH3:15], predict the reactants needed to synthesize it. The reactants are: [Br:1][C:2]1[CH:3]=[C:4]([OH:8])[CH:5]=[CH:6][CH:7]=1.[C:9]([O:13][CH2:14][CH3:15])(=[O:12])[CH:10]=[CH2:11]. (9) Given the product [Cl:1][C:2]1[CH:7]=[C:6]([CH2:8][OH:9])[C:5]([C:11]([F:12])([F:13])[F:14])=[CH:4][N:3]=1, predict the reactants needed to synthesize it. The reactants are: [Cl:1][C:2]1[CH:7]=[C:6]([C:8](O)=[O:9])[C:5]([C:11]([F:14])([F:13])[F:12])=[CH:4][N:3]=1.B.C1COCC1.